Predict the reactants needed to synthesize the given product. From a dataset of Full USPTO retrosynthesis dataset with 1.9M reactions from patents (1976-2016). Given the product [CH:40]1([CH2:43][O:44][C:45]2[CH:50]=[C:49]([F:51])[C:48]([O:52][CH3:53])=[CH:47][C:46]=2[C:54]2[C:55]3[NH:62][CH:61]=[C:60]([C:63]([NH:2][C@H:3]([CH2:33][C:34]4[CH:35]=[CH:36][CH:37]=[CH:38][CH:39]=4)[C:4]([N:6]4[CH2:7][CH2:8][CH:9]([N:12]5[N:21]=[C:20]([C:22]6[CH:27]=[CH:26][C:25]([O:28][CH3:29])=[C:24]([O:30][CH3:31])[CH:23]=6)[C@@H:19]6[C@@H:14]([CH2:15][CH2:16][CH2:17][CH2:18]6)[C:13]5=[O:32])[CH2:10][CH2:11]4)=[O:5])=[O:64])[C:56]=3[N:57]=[CH:58][N:59]=2)[CH2:42][CH2:41]1, predict the reactants needed to synthesize it. The reactants are: Cl.[NH2:2][C@H:3]([CH2:33][C:34]1[CH:39]=[CH:38][CH:37]=[CH:36][CH:35]=1)[C:4]([N:6]1[CH2:11][CH2:10][CH:9]([N:12]2[N:21]=[C:20]([C:22]3[CH:27]=[CH:26][C:25]([O:28][CH3:29])=[C:24]([O:30][CH3:31])[CH:23]=3)[C@@H:19]3[C@@H:14]([CH2:15][CH2:16][CH2:17][CH2:18]3)[C:13]2=[O:32])[CH2:8][CH2:7]1)=[O:5].[CH:40]1([CH2:43][O:44][C:45]2[CH:50]=[C:49]([F:51])[C:48]([O:52][CH3:53])=[CH:47][C:46]=2[C:54]2[C:55]3[NH:62][CH:61]=[C:60]([C:63](O)=[O:64])[C:56]=3[N:57]=[CH:58][N:59]=2)[CH2:42][CH2:41]1.CN(C(ON1N=NC2C=CC=NC1=2)=[N+](C)C)C.F[P-](F)(F)(F)(F)F.CCN(C(C)C)C(C)C.C(=O)(O)[O-].[Na+].